Task: Predict the product of the given reaction.. Dataset: Forward reaction prediction with 1.9M reactions from USPTO patents (1976-2016) (1) Given the reactants [Cl:1][C:2]1[CH:7]=[CH:6][C:5]([NH:8][C:9]([NH:11][CH2:12][CH:13]2[O:18][CH2:17][CH2:16][NH:15][CH2:14]2)=[O:10])=[CH:4][CH:3]=1.Cl[CH2:20][C:21]1[CH:26]=[CH:25][C:24]([C:27]2[CH:32]=[CH:31][CH:30]=[CH:29][CH:28]=2)=[CH:23][CH:22]=1, predict the reaction product. The product is: [C:24]1([C:27]2[CH:28]=[CH:29][CH:30]=[CH:31][CH:32]=2)[CH:23]=[CH:22][C:21]([CH2:20][N:15]2[CH2:16][CH2:17][O:18][CH:13]([CH2:12][NH:11][C:9]([NH:8][C:5]3[CH:6]=[CH:7][C:2]([Cl:1])=[CH:3][CH:4]=3)=[O:10])[CH2:14]2)=[CH:26][CH:25]=1. (2) Given the reactants [Br:1][C:2]1[N:3]=[C:4](Br)[C:5]2[N:6]([CH:8]=[CH:9][N:10]=2)[CH:7]=1.C(N(CC)CC)C.Cl.Cl.[NH2:21][C:22]1[N:23]=[C:24]([NH:29][CH2:30][CH2:31][NH2:32])[S:25][C:26]=1[C:27]#[N:28], predict the reaction product. The product is: [NH2:21][C:22]1[N:23]=[C:24]([NH:29][CH2:30][CH2:31][NH:32][C:4]2[C:5]3[N:6]([CH:8]=[CH:9][N:10]=3)[CH:7]=[C:2]([Br:1])[N:3]=2)[S:25][C:26]=1[C:27]#[N:28]. (3) Given the reactants C(OC(=O)[NH:7][C@H:8]([CH2:30][OH:31])[CH2:9][CH2:10][CH2:11][O:12][C:13]1[CH:18]=[C:17]([N+:19]([O-:21])=[O:20])[CH:16]=[CH:15][C:14]=1[S:22](=[O:29])(=[O:28])[N:23]=[CH:24][N:25]([CH3:27])[CH3:26])(C)(C)C.[ClH:33], predict the reaction product. The product is: [NH2:7][CH:8]([CH2:30][OH:31])[CH2:9][CH2:10][CH2:11][O:12][C:13]1[CH:18]=[C:17]([N+:19]([O-:21])=[O:20])[CH:16]=[CH:15][C:14]=1[S:22]([N:23]=[CH:24][N:25]([CH3:27])[CH3:26])(=[O:29])=[O:28].[ClH:33].